Dataset: NCI-60 drug combinations with 297,098 pairs across 59 cell lines. Task: Regression. Given two drug SMILES strings and cell line genomic features, predict the synergy score measuring deviation from expected non-interaction effect. (1) Cell line: SW-620. Drug 1: C1C(C(OC1N2C=NC3=C(N=C(N=C32)Cl)N)CO)O. Synergy scores: CSS=19.7, Synergy_ZIP=-9.81, Synergy_Bliss=0.413, Synergy_Loewe=-20.4, Synergy_HSA=-0.552. Drug 2: C1=CC=C(C(=C1)C(C2=CC=C(C=C2)Cl)C(Cl)Cl)Cl. (2) Drug 1: CC1=CC2C(CCC3(C2CCC3(C(=O)C)OC(=O)C)C)C4(C1=CC(=O)CC4)C. Drug 2: COC1=C2C(=CC3=C1OC=C3)C=CC(=O)O2. Cell line: MCF7. Synergy scores: CSS=-14.0, Synergy_ZIP=4.05, Synergy_Bliss=-3.78, Synergy_Loewe=-14.5, Synergy_HSA=-14.8.